This data is from NCI-60 drug combinations with 297,098 pairs across 59 cell lines. The task is: Regression. Given two drug SMILES strings and cell line genomic features, predict the synergy score measuring deviation from expected non-interaction effect. (1) Drug 1: C1=CC(=CC=C1CCCC(=O)O)N(CCCl)CCCl. Drug 2: C(CC(=O)O)C(=O)CN.Cl. Cell line: SF-539. Synergy scores: CSS=33.2, Synergy_ZIP=-5.54, Synergy_Bliss=-6.22, Synergy_Loewe=-16.4, Synergy_HSA=-3.92. (2) Drug 1: C1CCC(C1)C(CC#N)N2C=C(C=N2)C3=C4C=CNC4=NC=N3. Drug 2: CC1=C2C(C(=O)C3(C(CC4C(C3C(C(C2(C)C)(CC1OC(=O)C(C(C5=CC=CC=C5)NC(=O)C6=CC=CC=C6)O)O)OC(=O)C7=CC=CC=C7)(CO4)OC(=O)C)O)C)OC(=O)C. Cell line: SF-268. Synergy scores: CSS=23.8, Synergy_ZIP=3.38, Synergy_Bliss=3.77, Synergy_Loewe=-47.7, Synergy_HSA=-0.781. (3) Cell line: NCI-H460. Synergy scores: CSS=28.5, Synergy_ZIP=-2.33, Synergy_Bliss=-3.52, Synergy_Loewe=-22.8, Synergy_HSA=-5.96. Drug 2: CC1=C(C(CCC1)(C)C)C=CC(=CC=CC(=CC(=O)O)C)C. Drug 1: C1=CN(C(=O)N=C1N)C2C(C(C(O2)CO)O)O.Cl. (4) Drug 1: C1CCC(C(C1)N)N.C(=O)(C(=O)[O-])[O-].[Pt+4]. Drug 2: C1C(C(OC1N2C=NC3=C2NC=NCC3O)CO)O. Cell line: OVCAR-4. Synergy scores: CSS=14.3, Synergy_ZIP=-4.95, Synergy_Bliss=-3.13, Synergy_Loewe=-4.18, Synergy_HSA=-2.86. (5) Drug 1: CCCCC(=O)OCC(=O)C1(CC(C2=C(C1)C(=C3C(=C2O)C(=O)C4=C(C3=O)C=CC=C4OC)O)OC5CC(C(C(O5)C)O)NC(=O)C(F)(F)F)O. Drug 2: C1=CN(C=N1)CC(O)(P(=O)(O)O)P(=O)(O)O. Cell line: SF-268. Synergy scores: CSS=0.470, Synergy_ZIP=-0.579, Synergy_Bliss=-2.88, Synergy_Loewe=-4.21, Synergy_HSA=-4.31. (6) Drug 1: CCN(CC)CCNC(=O)C1=C(NC(=C1C)C=C2C3=C(C=CC(=C3)F)NC2=O)C. Drug 2: C1CNP(=O)(OC1)N(CCCl)CCCl. Cell line: SF-295. Synergy scores: CSS=-2.89, Synergy_ZIP=0.163, Synergy_Bliss=-1.96, Synergy_Loewe=-5.37, Synergy_HSA=-3.63.